From a dataset of Forward reaction prediction with 1.9M reactions from USPTO patents (1976-2016). Predict the product of the given reaction. (1) Given the reactants Cl.[NH2:2][C:3]1[CH:8]=[C:7]([CH2:9][N:10]2[C:14]([CH3:16])([CH3:15])[C:13](=[O:17])[N:12]([C:18]3[CH:23]=[CH:22][C:21]([C:24]([CH3:27])([CH3:26])[CH3:25])=[CH:20][CH:19]=3)[C:11]2=[O:28])[CH:6]=[CH:5][N:4]=1.C(=O)([O-])[O-].[Cs+].[Cs+].Br[C:36]1[CH:37]=[N:38][CH:39]=[N:40][CH:41]=1, predict the reaction product. The product is: [C:24]([C:21]1[CH:20]=[CH:19][C:18]([N:12]2[C:13](=[O:17])[C:14]([CH3:16])([CH3:15])[N:10]([CH2:9][C:7]3[CH:6]=[CH:5][N:4]=[C:3]([NH:2][C:36]4[CH:37]=[N:38][CH:39]=[N:40][CH:41]=4)[CH:8]=3)[C:11]2=[O:28])=[CH:23][CH:22]=1)([CH3:27])([CH3:26])[CH3:25]. (2) Given the reactants C(N(CC)CC)C.Cl.O.[NH:10]1[CH2:15][CH2:14][C:13](=[O:16])[CH2:12][CH2:11]1.[CH3:17][C:18]([O:21][C:22](O[C:22]([O:21][C:18]([CH3:20])([CH3:19])[CH3:17])=[O:23])=[O:23])([CH3:20])[CH3:19], predict the reaction product. The product is: [C:22]([N:10]1[CH2:15][CH2:14][C:13](=[O:16])[CH2:12][CH2:11]1)([O:21][C:18]([CH3:20])([CH3:19])[CH3:17])=[O:23].